This data is from Reaction yield outcomes from USPTO patents with 853,638 reactions. The task is: Predict the reaction yield, written as a fraction of the theoretical maximum amount of product (1.0 means a 100% yield; for example, 0.34 means a 34% yield). (1) The reactants are [OH:1][CH:2]1[CH2:7][CH:6]2[N:8]([C:9]([O:11][C:12]([CH3:15])([CH3:14])[CH3:13])=[O:10])[CH:3]1[CH2:4][CH2:5]2.[H-].[Na+].Cl[C:19]1[N:24]=[CH:23][C:22]([C:25]([F:28])([F:27])[F:26])=[CH:21][N:20]=1.O. The catalyst is CN(C=O)C. The product is [F:26][C:25]([F:28])([F:27])[C:22]1[CH:21]=[N:20][C:19]([O:1][CH:2]2[CH2:7][CH:6]3[N:8]([C:9]([O:11][C:12]([CH3:15])([CH3:14])[CH3:13])=[O:10])[CH:3]2[CH2:4][CH2:5]3)=[N:24][CH:23]=1. The yield is 0.230. (2) The reactants are Br[C:2]1[CH:14]=[CH:13][C:5]2[O:6][C:7]3[CH:12]=[CH:11][CH:10]=[CH:9][C:8]=3[C:4]=2[CH:3]=1.C([Li])CCC.[B:20](OC)([O:23]C)[O:21]C.Cl. The catalyst is CCCCCC.C1COCC1. The product is [CH:3]1[C:4]2[C:8]3[CH:9]=[CH:10][CH:11]=[CH:12][C:7]=3[O:6][C:5]=2[CH:13]=[CH:14][C:2]=1[B:20]([OH:23])[OH:21]. The yield is 0.720.